Task: Predict which catalyst facilitates the given reaction.. Dataset: Catalyst prediction with 721,799 reactions and 888 catalyst types from USPTO Reactant: [Cl:1][CH2:2][C:3](=[O:5])[CH3:4].[I:6][C:7]1[CH:12]=[CH:11][C:10](CC(=O)C)=[CH:9][CH:8]=1.S(Cl)(Cl)(=O)=O. Product: [Cl:1][CH:2]([C:10]1[CH:11]=[CH:12][C:7]([I:6])=[CH:8][CH:9]=1)[C:3](=[O:5])[CH3:4]. The catalyst class is: 2.